From a dataset of Forward reaction prediction with 1.9M reactions from USPTO patents (1976-2016). Predict the product of the given reaction. (1) The product is: [CH3:34][O:33][C:22]1[CH:21]=[C:20]([NH:19][C:8]2[N:7]=[C:6]([C:4](=[O:3])[CH3:5])[CH:11]=[C:10]([CH2:12][O:13][CH2:14][C:15]([F:16])([F:17])[F:18])[N:9]=2)[CH:25]=[CH:24][C:23]=1[N:26]1[CH:30]=[C:29]([O:31][CH3:32])[N:28]=[CH:27]1. Given the reactants C([O:3][C:4]([C:6]1[CH:11]=[C:10]([CH2:12][O:13][CH2:14][C:15]([F:18])([F:17])[F:16])[N:9]=[C:8]([NH:19][C:20]2[CH:25]=[CH:24][C:23]([N:26]3[CH:30]=[C:29]([O:31][CH3:32])[N:28]=[CH:27]3)=[C:22]([O:33][CH3:34])[CH:21]=2)[N:7]=1)=[CH2:5])C.Cl.C(=O)(O)[O-].[Na+], predict the reaction product. (2) Given the reactants [NH2:1][C:2]1[CH:3]=[N:4][C:5]2[C:10]([C:11]=1[NH:12][CH2:13][CH2:14][CH2:15][NH:16][C:17](=[O:23])[O:18][C:19]([CH3:22])([CH3:21])[CH3:20])=[CH:9][CH:8]=[C:7]([Br:24])[CH:6]=2.[C:25](N1C=CN=C1)(N1C=CN=C1)=[S:26], predict the reaction product. The product is: [Br:24][C:7]1[CH:8]=[CH:9][C:10]2[C:11]3[N:12]([CH2:13][CH2:14][CH2:15][NH:16][C:17](=[O:23])[O:18][C:19]([CH3:21])([CH3:20])[CH3:22])[C:25](=[S:26])[NH:1][C:2]=3[CH:3]=[N:4][C:5]=2[CH:6]=1. (3) Given the reactants Cl[C:2]1[N:11]=[CH:10][C:9]2[N:8]([C:12]3[CH:17]=[CH:16][CH:15]=[CH:14][CH:13]=3)[C:7](=[O:18])[CH:6]([CH3:19])[N:5]([CH2:20][CH2:21][CH:22]([CH3:24])[CH3:23])[C:4]=2[N:3]=1.[NH2:25][C:26]1[CH:27]=[C:28]2[C:32](=[CH:33][CH:34]=1)[NH:31][N:30]=[CH:29]2.FC(F)(F)C(O)=O, predict the reaction product. The product is: [NH:31]1[C:32]2[C:28](=[CH:27][C:26]([NH:25][C:2]3[N:11]=[CH:10][C:9]4[N:8]([C:12]5[CH:17]=[CH:16][CH:15]=[CH:14][CH:13]=5)[C:7](=[O:18])[CH:6]([CH3:19])[N:5]([CH2:20][CH2:21][CH:22]([CH3:24])[CH3:23])[C:4]=4[N:3]=3)=[CH:34][CH:33]=2)[CH:29]=[N:30]1.